Dataset: Catalyst prediction with 721,799 reactions and 888 catalyst types from USPTO. Task: Predict which catalyst facilitates the given reaction. (1) Reactant: Br[C:2]1[N:6]2[CH:7]=[CH:8][C:9]([N:11](C(OC(C)(C)C)=O)C(OC(C)(C)C)=O)=[N:10][C:5]2=[N:4][CH:3]=1.[SH:26][C:27]1[CH:41]=[CH:40][C:30]2[N:31]=[C:32]([NH:34][C:35]([CH:37]3[CH2:39][CH2:38]3)=[O:36])[S:33][C:29]=2[CH:28]=1.C(=O)([O-])[O-].[K+].[K+]. Product: [NH2:11][C:9]1[CH:8]=[CH:7][N:6]2[C:2]([S:26][C:27]3[CH:41]=[CH:40][C:30]4[N:31]=[C:32]([NH:34][C:35]([CH:37]5[CH2:38][CH2:39]5)=[O:36])[S:33][C:29]=4[CH:28]=3)=[CH:3][N:4]=[C:5]2[N:10]=1. The catalyst class is: 16. (2) Reactant: I[CH:2]([CH3:4])[CH3:3].[C:5]([O:9][C:10]([C:12]1[CH:28]=[C:27]([OH:29])[C:15]2[CH2:16][CH:17]([CH2:19][O:20][C:21]3[CH:26]=[CH:25][CH:24]=[CH:23][CH:22]=3)[O:18][C:14]=2[CH:13]=1)=[O:11])([CH3:8])([CH3:7])[CH3:6].C([O-])([O-])=O.[K+].[K+]. Product: [C:5]([O:9][C:10]([C:12]1[CH:28]=[C:27]([O:29][CH:2]([CH3:4])[CH3:3])[C:15]2[CH2:16][CH:17]([CH2:19][O:20][C:21]3[CH:26]=[CH:25][CH:24]=[CH:23][CH:22]=3)[O:18][C:14]=2[CH:13]=1)=[O:11])([CH3:8])([CH3:6])[CH3:7]. The catalyst class is: 18. (3) Reactant: Cl[C:2]1[C:7]([C:8]2[CH:13]=[N:12][N:11]([CH3:14])[C:10](=[O:15])[C:9]=2[O:16]C)=[CH:6][N:5]=[C:4]([C:18]([F:21])([F:20])[F:19])[N:3]=1.[NH:22]1[CH2:27][CH2:26][O:25][CH2:24][CH2:23]1. Product: [OH:16][C:9]1[C:10](=[O:15])[N:11]([CH3:14])[N:12]=[CH:13][C:8]=1[C:7]1[C:2]([N:22]2[CH2:27][CH2:26][O:25][CH2:24][CH2:23]2)=[N:3][C:4]([C:18]([F:21])([F:20])[F:19])=[N:5][CH:6]=1. The catalyst class is: 6. (4) Reactant: CO.[CH3:3][O:4][C:5](=[O:14])[CH2:6][CH:7]1[CH2:12][CH2:11][C:10](=[O:13])[CH2:9][CH2:8]1.[BH4-].[Na+]. Product: [CH3:3][O:4][C:5](=[O:14])[CH2:6][C@H:7]1[CH2:12][CH2:11][C@H:10]([OH:13])[CH2:9][CH2:8]1.[CH3:3][O:4][C:5](=[O:14])[CH3:6]. The catalyst class is: 775. (5) Reactant: [C:1]([O:5][C:6]([N:8]1[CH2:12][CH2:11][C@:10]([F:16])([C:13]([O-:15])=O)[CH2:9]1)=[O:7])([CH3:4])([CH3:3])[CH3:2].[Li+].C(N(CC)C(C)C)(C)C.CN(C(ON1N=NC2C=CC=NC1=2)=[N+](C)C)C.F[P-](F)(F)(F)(F)F.[CH:51]1([CH2:58][CH2:59][NH:60][C:61](=[O:92])[C@H:62]([CH3:91])[C@H:63]([C@@H:66]2[CH2:70][CH2:69][CH2:68][N:67]2[C:71](=[O:90])[CH2:72][C@@H:73]([O:88][CH3:89])[C@@H:74]([N:79]([CH3:87])[C:80](=[O:86])[C@H:81]([CH:83]([CH3:85])[CH3:84])[NH2:82])[C@@H:75]([CH3:78])[CH2:76][CH3:77])[O:64][CH3:65])[CH:57]=[CH:56][CH:55]=[CH:54][CH:53]=[CH:52]1. Product: [CH:51]1([CH2:58][CH2:59][NH:60][C:61](=[O:92])[C@H:62]([CH3:91])[C@H:63]([C@@H:66]2[CH2:70][CH2:69][CH2:68][N:67]2[C:71](=[O:90])[CH2:72][C@@H:73]([O:88][CH3:89])[C@@H:74]([N:79]([CH3:87])[C:80](=[O:86])[C@@H:81]([NH:82][C:13]([C@@:10]2([F:16])[CH2:11][CH2:12][N:8]([C:6]([O:5][C:1]([CH3:2])([CH3:3])[CH3:4])=[O:7])[CH2:9]2)=[O:15])[CH:83]([CH3:84])[CH3:85])[C@@H:75]([CH3:78])[CH2:76][CH3:77])[O:64][CH3:65])[CH:57]=[CH:56][CH:55]=[CH:54][CH:53]=[CH:52]1. The catalyst class is: 120. (6) Reactant: C([N:8]1[CH2:13][CH2:12][CH:11]([N:14]2[C:22]3[C:17](=[CH:18][CH:19]=[C:20]([NH:23][C:24](=[O:40])[C:25]4[CH:30]=[CH:29][CH:28]=[N:27][C:26]=4[NH:31][CH2:32][C:33]4[CH:38]=[CH:37][C:36]([F:39])=[CH:35][CH:34]=4)[CH:21]=3)[C:16]([CH3:42])([CH3:41])[CH2:15]2)[CH2:10][CH2:9]1)(OC(C)(C)C)=O. Product: [CH3:41][C:16]1([CH3:42])[C:17]2[C:22](=[CH:21][C:20]([NH:23][C:24](=[O:40])[C:25]3[CH:30]=[CH:29][CH:28]=[N:27][C:26]=3[NH:31][CH2:32][C:33]3[CH:38]=[CH:37][C:36]([F:39])=[CH:35][CH:34]=3)=[CH:19][CH:18]=2)[N:14]([CH:11]2[CH2:12][CH2:13][NH:8][CH2:9][CH2:10]2)[CH2:15]1. The catalyst class is: 818.